Dataset: Peptide-MHC class I binding affinity with 185,985 pairs from IEDB/IMGT. Task: Regression. Given a peptide amino acid sequence and an MHC pseudo amino acid sequence, predict their binding affinity value. This is MHC class I binding data. (1) The peptide sequence is PIINTHSFY. The MHC is HLA-A68:01 with pseudo-sequence HLA-A68:01. The binding affinity (normalized) is 0. (2) The peptide sequence is MWKNNMVEQM. The MHC is H-2-Db with pseudo-sequence H-2-Db. The binding affinity (normalized) is 0. (3) The peptide sequence is KHIPYREHKSL. The MHC is H-2-Kd with pseudo-sequence H-2-Kd. The binding affinity (normalized) is 0.401. (4) The peptide sequence is GLGGDASAY. The MHC is HLA-A31:01 with pseudo-sequence HLA-A31:01. The binding affinity (normalized) is 0.0847.